Dataset: Full USPTO retrosynthesis dataset with 1.9M reactions from patents (1976-2016). Task: Predict the reactants needed to synthesize the given product. Given the product [CH3:3][CH:2]([CH2:4][C@H:5]([NH:9][C:10]([O:12][CH2:13][C:14]1[CH:15]=[CH:16][CH:17]=[CH:18][CH:19]=1)=[O:11])[C:6]([OH:8])=[O:7])[CH3:1].[NH2:20][C@H:21]([C:26]([OH:28])=[O:27])[CH2:22][CH:23]([CH3:25])[CH3:24].[NH2:33][C@H:32]([CH:31]=[O:37])[CH2:34][CH2:35][CH3:36], predict the reactants needed to synthesize it. The reactants are: [CH3:1][CH:2]([CH2:4][C@H:5]([NH:9][C:10]([O:12][CH2:13][C:14]1[CH:19]=[CH:18][CH:17]=[CH:16][CH:15]=1)=[O:11])[C:6]([OH:8])=[O:7])[CH3:3].[NH2:20][C@H:21]([C:26]([OH:28])=[O:27])[CH2:22][CH:23]([CH3:25])[CH3:24].CN(OC)[C:31](=[O:37])[C@H:32]([CH2:34][CH2:35][CH3:36])[NH2:33].[H-].[Al+3].[Li+].[H-].[H-].[H-].S(=O)(=O)(O)[O-].[K+].